Dataset: Forward reaction prediction with 1.9M reactions from USPTO patents (1976-2016). Task: Predict the product of the given reaction. (1) Given the reactants CS(O[CH2:6][C:7]1[CH:12]=[N:11][C:10]([Cl:13])=[CH:9][N:8]=1)(=O)=O.[Cl:14][C:15]1[CH:16]=[C:17]([CH:20]=[C:21]([O:23][C:24]2[C:29](=[O:30])[NH:28][CH:27]=[N:26][C:25]=2[C:31]([F:34])([F:33])[F:32])[CH:22]=1)[C:18]#[N:19].C(=O)([O-])[O-].[K+].[K+].O, predict the reaction product. The product is: [Cl:14][C:15]1[CH:16]=[C:17]([CH:20]=[C:21]([O:23][C:24]2[C:29](=[O:30])[N:28]([CH2:6][C:7]3[CH:12]=[N:11][C:10]([Cl:13])=[CH:9][N:8]=3)[CH:27]=[N:26][C:25]=2[C:31]([F:32])([F:33])[F:34])[CH:22]=1)[C:18]#[N:19]. (2) Given the reactants [F:1][C:2]1[C:3]([C:15]#N)=[N:4][CH:5]=[CH:6][C:7]=1[C:8]1[CH:9]=[N:10][CH:11]=[CH:12][C:13]=1[CH3:14].[F:17][C:18]1[CH:23]=[CH:22][C:21]([Mg]Br)=[CH:20][CH:19]=1.Cl.[OH-:27].[Na+], predict the reaction product. The product is: [F:1][C:2]1[C:3]([C:15]([C:21]2[CH:22]=[CH:23][C:18]([F:17])=[CH:19][CH:20]=2)=[O:27])=[N:4][CH:5]=[CH:6][C:7]=1[C:8]1[CH:9]=[N:10][CH:11]=[CH:12][C:13]=1[CH3:14]. (3) The product is: [C:2]([C:7]1[O:11][C:10]([CH2:12][N:13]2[CH:17]=[C:16]([NH:18][C:32]([C:28]3[N:29]=[CH:30][O:31][C:27]=3[C:22]3[CH:23]=[CH:24][C:25]([CH3:26])=[C:20]([CH3:19])[CH:21]=3)=[O:33])[CH:15]=[N:14]2)=[CH:9][CH:8]=1)(=[O:6])[CH3:1]. Given the reactants [CH3:1][C:2]1([C:7]2[O:11][C:10]([CH2:12][N:13]3[CH:17]=[C:16]([NH2:18])[CH:15]=[N:14]3)=[CH:9][CH:8]=2)[O:6]CCO1.[CH3:19][C:20]1[CH:21]=[C:22]([C:27]2[O:31][CH:30]=[N:29][C:28]=2[C:32](O)=[O:33])[CH:23]=[CH:24][C:25]=1[CH3:26], predict the reaction product. (4) Given the reactants Cl[C:2]1[N:7]=[N:6][C:5]([O:8][C@@H:9]2[CH:14]3[CH2:15][CH2:16][N:11]([CH2:12][CH2:13]3)[CH2:10]2)=[CH:4][CH:3]=1.CC1(C)C(C)(C)OB([C:25]2[CH:26]=[CH:27][C:28]3[NH:29][C:30]4[C:35]([C:36]=3[CH:37]=2)=[CH:34][CH:33]=[CH:32][CH:31]=4)O1.C1(P(C2CCCCC2)C2C=CC=CC=2C2C=CC=CC=2)CCCCC1, predict the reaction product. The product is: [N:11]12[CH2:16][CH2:15][CH:14]([CH2:13][CH2:12]1)[C@@H:9]([O:8][C:5]1[N:6]=[N:7][C:2]([C:25]3[CH:26]=[CH:27][C:28]4[NH:29][C:30]5[C:35]([C:36]=4[CH:37]=3)=[CH:34][CH:33]=[CH:32][CH:31]=5)=[CH:3][CH:4]=1)[CH2:10]2. (5) Given the reactants [H-].[Na+].[CH3:3][O:4][N:5]([CH3:22])[C:6]([CH:8]1[CH2:13][CH2:12][CH2:11][CH:10]([NH:14][C:15](=[O:21])[O:16][C:17]([CH3:20])([CH3:19])[CH3:18])[CH2:9]1)=[O:7].[CH3:23]I.O, predict the reaction product. The product is: [CH3:3][O:4][N:5]([CH3:22])[C:6]([CH:8]1[CH2:13][CH2:12][CH2:11][CH:10]([N:14]([CH3:23])[C:15](=[O:21])[O:16][C:17]([CH3:19])([CH3:18])[CH3:20])[CH2:9]1)=[O:7]. (6) The product is: [CH3:8][S:9][C:10]1[CH:11]=[CH:12][C:13]([N:16]2[CH2:20][C@H:19]([CH2:21][N:3]3[CH:7]=[CH:6][N:5]=[CH:4]3)[O:18][C:17]2=[O:27])=[CH:14][CH:15]=1. Given the reactants [H-].[Na+].[NH:3]1[CH:7]=[CH:6][N:5]=[CH:4]1.[CH3:8][S:9][C:10]1[CH:15]=[CH:14][C:13]([N:16]2[CH2:20][C@H:19]([CH2:21]OS(C)(=O)=O)[O:18][C:17]2=[O:27])=[CH:12][CH:11]=1, predict the reaction product.